Task: Predict the product of the given reaction.. Dataset: Forward reaction prediction with 1.9M reactions from USPTO patents (1976-2016) (1) Given the reactants [CH:1]([Si:4]([CH:16]([CH3:18])[CH3:17])([CH:13]([CH3:15])[CH3:14])[O:5][C:6]1[CH:11]=[CH:10][CH:9]=[CH:8][C:7]=1C)([CH3:3])[CH3:2].[CH3:19][N:20](C1C=CC=CC=1O)[CH3:21], predict the reaction product. The product is: [CH:1]([Si:4]([CH:16]([CH3:18])[CH3:17])([CH:13]([CH3:15])[CH3:14])[O:5][C:6]1[CH:11]=[CH:10][CH:9]=[CH:8][C:7]=1[N:20]([CH3:21])[CH3:19])([CH3:3])[CH3:2]. (2) Given the reactants [CH3:1][O:2][CH2:3][C@@H:4]1[CH2:8][N:7]([C:9]([O:11][C:12]([CH3:15])([CH3:14])[CH3:13])=[O:10])[C@H:6]([C:16]([O:18]C)=[O:17])[CH2:5]1.[OH-].[Li+].O, predict the reaction product. The product is: [C:12]([O:11][C:9]([N:7]1[CH2:8][C@@H:4]([CH2:3][O:2][CH3:1])[CH2:5][C@H:6]1[C:16]([OH:18])=[O:17])=[O:10])([CH3:15])([CH3:13])[CH3:14]. (3) Given the reactants [Cl:1][C:2]1[CH:10]=[C:9]2[C:5]([C:6]([C:11]([N:13]3[CH2:18][CH2:17][C:16]4([C:22]5[CH:23]=[CH:24][CH:25]=[CH:26][C:21]=5[CH2:20][O:19]4)[CH2:15][CH2:14]3)=[O:12])=[CH:7][NH:8]2)=[CH:4][CH:3]=1.[N:27]1([C:33](Cl)=[O:34])[CH2:32][CH2:31][CH2:30][CH2:29][CH2:28]1, predict the reaction product. The product is: [Cl:1][C:2]1[CH:10]=[C:9]2[C:5]([C:6]([C:11]([N:13]3[CH2:18][CH2:17][C:16]4([C:22]5[CH:23]=[CH:24][CH:25]=[CH:26][C:21]=5[CH2:20][O:19]4)[CH2:15][CH2:14]3)=[O:12])=[CH:7][N:8]2[C:33]([N:27]2[CH2:32][CH2:31][CH2:30][CH2:29][CH2:28]2)=[O:34])=[CH:4][CH:3]=1. (4) Given the reactants [Br:1][C:2]1[CH:3]=[N:4][C:5]2[N:6]([N:8]=[C:9]([C:11]([OH:13])=O)[CH:10]=2)[CH:7]=1.[CH3:14][C:15]1[N:16]=[C:17]2[CH:22]([CH3:23])[NH:21][CH2:20][CH2:19][N:18]2[CH:24]=1, predict the reaction product. The product is: [Br:1][C:2]1[CH:3]=[N:4][C:5]2[N:6]([N:8]=[C:9]([C:11]([N:21]3[CH2:20][CH2:19][N:18]4[CH:24]=[C:15]([CH3:14])[N:16]=[C:17]4[CH:22]3[CH3:23])=[O:13])[CH:10]=2)[CH:7]=1. (5) The product is: [C:14]([N:17]1[C:25]2[C:20](=[CH:21][C:22]([C:26]3[NH:12][C:11]4[N:10]([N:9]=[C:8]([NH2:13])[C:7]=4[C:2]4[CH:3]=[CH:4][CH:5]=[CH:6][N:1]=4)[C:28](=[O:29])[CH:27]=3)=[CH:23][CH:24]=2)[C:19]([CH3:34])=[N:18]1)(=[O:16])[CH3:15]. Given the reactants [N:1]1[CH:6]=[CH:5][CH:4]=[CH:3][C:2]=1[C:7]1[C:8]([NH2:13])=[N:9][NH:10][C:11]=1[NH2:12].[C:14]([N:17]1[C:25]2[C:20](=[CH:21][C:22]([C:26](=O)[CH2:27][C:28](OCC)=[O:29])=[CH:23][CH:24]=2)[C:19]([CH3:34])=[N:18]1)(=[O:16])[CH3:15].CC1C=CC(S(O)(=O)=O)=CC=1, predict the reaction product. (6) Given the reactants [Cl-:1].[C:2]([C:5]1[CH:6]=[NH+:7][CH:8]=[C:9]([C:11]([O:13][CH2:14][CH3:15])=[O:12])[CH:10]=1)(O)=[O:3].S(Cl)([Cl:18])=O, predict the reaction product. The product is: [Cl-:18].[Cl:1][C:2]([C:5]1[CH:6]=[NH+:7][CH:8]=[C:9]([C:11]([O:13][CH2:14][CH3:15])=[O:12])[CH:10]=1)=[O:3].